This data is from Reaction yield outcomes from USPTO patents with 853,638 reactions. The task is: Predict the reaction yield, written as a fraction of the theoretical maximum amount of product (1.0 means a 100% yield; for example, 0.34 means a 34% yield). (1) The reactants are [Cl:1][C:2]1[CH:3]=[C:4]([OH:8])[CH:5]=[N:6][CH:7]=1.[H-].[Na+].F[C:12]1[CH:17]=[CH:16][CH:15]=[C:14]([N+:18]([O-:20])=[O:19])[CH:13]=1. The catalyst is CS(C)=O. The product is [Cl:1][C:2]1[CH:7]=[N:6][CH:5]=[C:4]([O:8][C:12]2[CH:17]=[CH:16][CH:15]=[C:14]([N+:18]([O-:20])=[O:19])[CH:13]=2)[CH:3]=1. The yield is 0.230. (2) The reactants are [Br:1]Br.[C:3]([C:7]1[CH:12]=[CH:11][C:10]([OH:13])=[CH:9][CH:8]=1)([CH3:6])([CH3:5])[CH3:4].C(Cl)(Cl)(Cl)Cl. The catalyst is C(Cl)(Cl)Cl. The product is [Br:1][C:11]1[CH:12]=[C:7]([C:3]([CH3:6])([CH3:4])[CH3:5])[CH:8]=[CH:9][C:10]=1[OH:13]. The yield is 1.00. (3) The reactants are [C:1]([O:5][C:6](=[O:15])[N:7]([C@@H:9]1[CH2:13][CH2:12][C@H:11]([NH2:14])[CH2:10]1)[CH3:8])([CH3:4])([CH3:3])[CH3:2].C(N(CC)CC)C.[C:23](Cl)(=[O:26])[CH2:24][CH3:25]. The catalyst is ClCCl. The product is [C:1]([O:5][C:6](=[O:15])[N:7]([CH3:8])[C@@H:9]1[CH2:13][CH2:12][C@H:11]([NH:14][C:23](=[O:26])[CH2:24][CH3:25])[CH2:10]1)([CH3:4])([CH3:2])[CH3:3]. The yield is 0.683. (4) The reactants are O.O.O.O.O.O.O.O.O.[S-2:10].[Na+].[Na+].[S].Cl[C:15]1[CH:20]=[CH:19][C:18]([N+:21]([O-:23])=[O:22])=[CH:17][C:16]=1[NH:24][C:25](=O)[C:26]1[CH:31]=[CH:30][C:29]([CH3:32])=[CH:28][CH:27]=1.Cl. The catalyst is C(O)C.O. The product is [N+:21]([C:18]1[CH:19]=[CH:20][C:15]2[S:10][C:25]([C:26]3[CH:31]=[CH:30][C:29]([CH3:32])=[CH:28][CH:27]=3)=[N:24][C:16]=2[CH:17]=1)([O-:23])=[O:22]. The yield is 0.430.